Predict the product of the given reaction. From a dataset of Forward reaction prediction with 1.9M reactions from USPTO patents (1976-2016). The product is: [Br:28][C:25]1[CH:26]=[CH:27][C:22]([CH2:21][CH:17]([NH:16][C:14](=[O:15])[O:13][CH2:6][C:7]2[CH:8]=[CH:9][CH:10]=[CH:11][CH:12]=2)[C:18]([NH:29][CH2:30][CH:31]([OH:38])[CH2:32][C:33]([CH3:37])([CH3:36])[CH2:34][CH3:35])=[O:20])=[CH:23][CH:24]=1. Given the reactants C(=O)(O)[O-].[Na+].[CH2:6]([O:13][C:14]([NH:16][CH:17]([CH2:21][C:22]1[CH:27]=[CH:26][C:25]([Br:28])=[CH:24][CH:23]=1)[C:18]([OH:20])=O)=[O:15])[C:7]1[CH:12]=[CH:11][CH:10]=[CH:9][CH:8]=1.[NH2:29][CH2:30][CH:31]([OH:38])[CH2:32][C:33]([CH3:37])([CH3:36])[CH2:34][CH3:35].Cl.CN(C)CCCN=C=NCC.ON1C2C=CC=CC=2N=N1, predict the reaction product.